From a dataset of Reaction yield outcomes from USPTO patents with 853,638 reactions. Predict the reaction yield, written as a fraction of the theoretical maximum amount of product (1.0 means a 100% yield; for example, 0.34 means a 34% yield). The reactants are [C:1]1([S:11]([NH2:14])(=[O:13])=[O:12])[C:2]([S:7]([NH2:10])(=[O:9])=[O:8])=[CH:3][CH:4]=[CH:5][CH:6]=1.[Br:15][C:16]1[C:25]2[C:20](=[CH:21][CH:22]=[CH:23][CH:24]=2)[C:19]([C:26](O)=[O:27])=[CH:18][CH:17]=1.Cl.C(N=C=NCCCN(C)C)C.O. The catalyst is CN(C)C1C=CN=CC=1.CN(C)C=O. The product is [Br:15][C:16]1[C:25]2[C:20](=[CH:21][CH:22]=[CH:23][CH:24]=2)[C:19]([C:26]([NH:10][S:7]([C:2]2[CH:3]=[CH:4][CH:5]=[CH:6][C:1]=2[S:11](=[O:13])(=[O:12])[NH2:14])(=[O:9])=[O:8])=[O:27])=[CH:18][CH:17]=1. The yield is 0.800.